This data is from Full USPTO retrosynthesis dataset with 1.9M reactions from patents (1976-2016). The task is: Predict the reactants needed to synthesize the given product. (1) The reactants are: C(N1[CH2:13][CH2:12][N:11]([C:14]2[N:19]=[CH:18][C:17]([NH:20][C:21]([C:23]3[O:27][C:26]([C:28]4[CH:33]=[CH:32][CH:31]=[CH:30][CH:29]=4)=[N:25][C:24]=3[C:34]([F:37])([F:36])[F:35])=[O:22])=[CH:16][CH:15]=2)[CH2:10]C1=O)C1C=CC=CC=1.C1(C2OC(C(O)=O)=C(C(F)(F)F)N=2)C=CC=CC=1.[OH:57][CH:58]([C:72]1[CH:77]=[CH:76][CH:75]=[CH:74][CH:73]=1)[CH:59]1CCN(C2N=CC(N)=CC=2)C[CH2:60]1. Given the product [OH:57][CH:58]([C:72]1[CH:77]=[CH:76][CH:75]=[CH:74][CH:73]=1)[CH:59]1[CH2:13][CH2:12][N:11]([C:14]2[N:19]=[CH:18][C:17]([NH:20][C:21]([C:23]3[O:27][C:26]([C:28]4[CH:33]=[CH:32][CH:31]=[CH:30][CH:29]=4)=[N:25][C:24]=3[C:34]([F:37])([F:36])[F:35])=[O:22])=[CH:16][CH:15]=2)[CH2:10][CH2:60]1, predict the reactants needed to synthesize it. (2) Given the product [Br:10][C:11]1[CH:12]=[C:13]([C:17]([CH2:18][CH3:19])([O:22][Si:2]([CH3:1])([CH3:8])[CH3:9])[CH2:20][CH3:21])[CH:14]=[CH:15][CH:16]=1, predict the reactants needed to synthesize it. The reactants are: [CH3:1][Si:2]([CH3:9])([CH3:8])N1C=CN=C1.[Br:10][C:11]1[CH:12]=[C:13]([C:17]([OH:22])([CH2:20][CH3:21])[CH2:18][CH3:19])[CH:14]=[CH:15][CH:16]=1. (3) Given the product [Cl:23][C:21]1[CH:22]=[C:17]([NH:3][C:4]2[CH:15]=[CH:14][CH:13]=[CH:12][C:5]=2[C:6]([N:8]([O:10][CH3:11])[CH3:9])=[O:7])[C:18]([C:24]#[N:25])=[CH:19][N:20]=1, predict the reactants needed to synthesize it. The reactants are: [H-].[Na+].[NH2:3][C:4]1[CH:15]=[CH:14][CH:13]=[CH:12][C:5]=1[C:6]([N:8]([O:10][CH3:11])[CH3:9])=[O:7].Cl[C:17]1[CH:22]=[C:21]([Cl:23])[N:20]=[CH:19][C:18]=1[C:24]#[N:25]. (4) The reactants are: [H-].[Na+].[C:3]([O:11][CH2:12][CH3:13])(=[O:10])[CH2:4][C:5]([O:7][CH2:8][CH3:9])=[O:6].Cl[C:15]1[C:20]([C:21]([F:24])([F:23])[F:22])=[CH:19][CH:18]=[CH:17][N:16]=1.Cl. Given the product [F:22][C:21]([F:24])([F:23])[C:20]1[C:15]([CH:4]([C:5]([O:7][CH2:8][CH3:9])=[O:6])[C:3]([O:11][CH2:12][CH3:13])=[O:10])=[N:16][CH:17]=[CH:18][CH:19]=1, predict the reactants needed to synthesize it. (5) Given the product [CH3:56][O:57][C:58](=[O:68])[C:59]1[CH:64]=[C:63]([F:65])[C:62]([NH:66][C:28]([C@H:9]2[C@H:8]([C:4]3[CH:5]=[CH:6][CH:7]=[C:2]([Cl:1])[C:3]=3[F:31])[C@:12]([C:15]3[CH:20]=[CH:19][C:18]([Cl:21])=[CH:17][C:16]=3[F:22])([C:13]#[N:14])[C@H:11]([CH2:23][C:24]([CH3:25])([CH3:27])[CH3:26])[NH:10]2)=[O:30])=[CH:61][C:60]=1[F:67], predict the reactants needed to synthesize it. The reactants are: [Cl:1][C:2]1[C:3]([F:31])=[C:4]([C@@H:8]2[C@:12]([C:15]3[CH:20]=[CH:19][C:18]([Cl:21])=[CH:17][C:16]=3[F:22])([C:13]#[N:14])[C@H:11]([CH2:23][C:24]([CH3:27])([CH3:26])[CH3:25])[NH:10][C@H:9]2[C:28]([OH:30])=O)[CH:5]=[CH:6][CH:7]=1.CCN(C(C)C)C(C)C.C1(P(Cl)(C2C=CC=CC=2)=O)C=CC=CC=1.[CH3:56][O:57][C:58](=[O:68])[C:59]1[CH:64]=[C:63]([F:65])[C:62]([NH2:66])=[CH:61][C:60]=1[F:67].NC1C=CC=CC=1. (6) Given the product [NH2:7][CH:8]1[CH2:13][CH2:12][CH2:11][N:10]([C:14]([C:16]2[CH:21]=[C:20]([C:22]3[CH:23]=[CH:24][C:25]([OH:28])=[CH:26][CH:27]=3)[N:19]=[C:18]3[NH:29][N:30]=[CH:31][C:17]=23)=[O:15])[CH2:9]1, predict the reactants needed to synthesize it. The reactants are: C(OC(=O)[NH:7][CH:8]1[CH2:13][CH2:12][CH2:11][N:10]([C:14]([C:16]2[C:17]3[CH:31]=[N:30][N:29](C4CCCCO4)[C:18]=3[N:19]=[C:20]([C:22]3[CH:27]=[CH:26][C:25]([OH:28])=[CH:24][CH:23]=3)[CH:21]=2)=[O:15])[CH2:9]1)(C)(C)C.